This data is from HIV replication inhibition screening data with 41,000+ compounds from the AIDS Antiviral Screen. The task is: Binary Classification. Given a drug SMILES string, predict its activity (active/inactive) in a high-throughput screening assay against a specified biological target. (1) The result is 0 (inactive). The drug is O=C(C=Cc1ccc(Cl)cc1)c1cccs1. (2) The compound is CCOC(=O)C(=Cc1ccc(O)c(OC)c1)C(=O)c1ccccc1. The result is 0 (inactive).